From a dataset of Reaction yield outcomes from USPTO patents with 853,638 reactions. Predict the reaction yield, written as a fraction of the theoretical maximum amount of product (1.0 means a 100% yield; for example, 0.34 means a 34% yield). (1) The reactants are C[O:2][C:3](=[O:32])[C:4]1[CH:9]=[CH:8][C:7]([C:10]2[CH:31]=[CH:30][C:13]3[S:14][C:15]([CH2:17][CH:18]4[CH2:22][CH2:21][N:20]([CH:23]5[CH2:28][CH2:27][CH2:26][CH2:25][CH2:24]5)[C:19]4=[O:29])=[CH:16][C:12]=3[CH:11]=2)=[CH:6][CH:5]=1.O[Li].O.O1CCOCC1.Cl. The catalyst is O. The product is [CH:23]1([N:20]2[CH2:21][CH2:22][CH:18]([CH2:17][C:15]3[S:14][C:13]4[CH:30]=[CH:31][C:10]([C:7]5[CH:8]=[CH:9][C:4]([C:3]([OH:32])=[O:2])=[CH:5][CH:6]=5)=[CH:11][C:12]=4[CH:16]=3)[C:19]2=[O:29])[CH2:24][CH2:25][CH2:26][CH2:27][CH2:28]1. The yield is 0.650. (2) The catalyst is C(Cl)(Cl)(Cl)Cl. The reactants are [F:1][CH:2]([F:15])[O:3][C:4]1[N:8]([CH3:9])[N:7]=[C:6]([C:10]([F:13])([F:12])[F:11])[C:5]=1[CH3:14].S(Cl)([Cl:19])(=O)=O.N(C(C)(C)C#N)=NC(C)(C)C#N.O. The product is [Cl:19][CH2:14][C:5]1[C:6]([C:10]([F:13])([F:12])[F:11])=[N:7][N:8]([CH3:9])[C:4]=1[O:3][CH:2]([F:1])[F:15]. The yield is 0.303. (3) The reactants are [I:1][C:2]1[CH:7]=[CH:6][N:5]=[C:4]2[O:8][CH2:9][CH2:10][C:3]=12.S(=O)(=O)(O)O.[N+:16]([O-])([OH:18])=[O:17]. The yield is 0.920. No catalyst specified. The product is [I:1][C:2]1[C:7]([N+:16]([O-:18])=[O:17])=[CH:6][N:5]=[C:4]2[O:8][CH2:9][CH2:10][C:3]=12. (4) The reactants are Cl.[NH2:2][C@H:3]([C:6]([OH:8])=[O:7])[CH2:4][SH:5].C[CH2:10][O:11]CC.ClC(O[CH2:18][CH2:19][O:20][CH2:21][CH2:22][O:23][CH3:24])=O. The catalyst is C(=O)(O)[O-].[Na+].O. The product is [CH3:24][O:23][CH2:22][CH2:21][O:20][CH2:19][CH2:18][C:10]([S:5][CH2:4][C@@H:3]([C:6]([OH:8])=[O:7])[NH2:2])=[O:11]. The yield is 0.650.